Dataset: Forward reaction prediction with 1.9M reactions from USPTO patents (1976-2016). Task: Predict the product of the given reaction. (1) Given the reactants [Br:1][C:2]1[C:9]([F:10])=[CH:8][C:5]([C:6]#[N:7])=[C:4]([O:11][C@@H:12]([C:16]2[CH:21]=[CH:20][CH:19]=[CH:18][CH:17]=2)[CH2:13][CH2:14]Cl)[CH:3]=1.[N-:22]=[N+:23]=[N-:24].[Na+], predict the reaction product. The product is: [N:22]([CH2:14][CH2:13][C@@H:12]([O:11][C:4]1[CH:3]=[C:2]([Br:1])[C:9]([F:10])=[CH:8][C:5]=1[C:6]#[N:7])[C:16]1[CH:21]=[CH:20][CH:19]=[CH:18][CH:17]=1)=[N+:23]=[N-:24]. (2) The product is: [CH3:27][O:26][C:24](=[O:25])[CH2:23][N:8]([C:5]1[CH:6]=[CH:7][C:2]([Cl:1])=[CH:3][CH:4]=1)[S:9]([C:12]1[CH:17]=[CH:16][CH:15]=[C:14]([O:18][CH3:19])[CH:13]=1)(=[O:11])=[O:10]. Given the reactants [Cl:1][C:2]1[CH:7]=[CH:6][C:5]([NH:8][S:9]([C:12]2[CH:17]=[CH:16][CH:15]=[C:14]([O:18][CH3:19])[CH:13]=2)(=[O:11])=[O:10])=[CH:4][CH:3]=1.[H-].[Na+].Br[CH2:23][C:24]([O:26][CH3:27])=[O:25], predict the reaction product. (3) Given the reactants [OH-].[Na+].[F:3][C:4]([F:34])([F:33])[CH:5]([CH3:32])[CH:6]([C:12]1[CH:17]=[CH:16][C:15]([CH2:18][N:19]2[C:24](=[O:25])[CH2:23][O:22][C:21]([C:26]3[CH:31]=[CH:30][CH:29]=[CH:28][CH:27]=3)=[N:20]2)=[CH:14][CH:13]=1)[C:7]([O:9]CC)=[O:8], predict the reaction product. The product is: [F:34][C:4]([F:3])([F:33])[CH:5]([CH3:32])[CH:6]([C:12]1[CH:13]=[CH:14][C:15]([CH2:18][N:19]2[C:24](=[O:25])[CH2:23][O:22][C:21]([C:26]3[CH:31]=[CH:30][CH:29]=[CH:28][CH:27]=3)=[N:20]2)=[CH:16][CH:17]=1)[C:7]([OH:9])=[O:8]. (4) Given the reactants Cl.Cl.[C:3]([C:7]1[CH:12]=[CH:11][CH:10]=[CH:9][C:8]=1[N:13]1[CH2:18][CH2:17][NH:16][CH2:15][CH2:14]1)([CH3:6])([CH3:5])[CH3:4].[C:19]1([N:25]2[CH2:32][CH2:31][CH2:30][C@H:26]2[C:27](O)=[O:28])[CH:24]=[CH:23][CH:22]=[CH:21][CH:20]=1.C(N(CC)CC)C.CCN=C=NCCCN(C)C.C1C=CC2N(O)N=NC=2C=1, predict the reaction product. The product is: [C:3]([C:7]1[CH:12]=[CH:11][CH:10]=[CH:9][C:8]=1[N:13]1[CH2:18][CH2:17][N:16]([C:27]([C:26]2[N:25]([C:19]3[CH:24]=[CH:23][CH:22]=[CH:21][CH:20]=3)[CH:32]=[CH:31][CH:30]=2)=[O:28])[CH2:15][CH2:14]1)([CH3:6])([CH3:4])[CH3:5]. (5) Given the reactants N.[C:2]1([CH3:8])[CH:7]=CC=[CH:4][CH:3]=1.S(Cl)(Cl)=[O:10].C[N:14]([CH:16]=[O:17])C, predict the reaction product. The product is: [CH3:4][C@H:3]1[C@@H:2]([CH3:8])[C:7](=[O:10])[NH:14][C:16]1=[O:17]. (6) Given the reactants CC(C)([O-])C.[K+].CO[C:9](=[O:21])[C:10]([C:12]1[C:20]2[C:15](=[CH:16][CH:17]=[CH:18][CH:19]=2)[NH:14][CH:13]=1)=O.[C:22]([SiH2:26][O:27][C:28]([C:49]1[CH:54]=[CH:53][CH:52]=[CH:51][CH:50]=1)([C:43]1[CH:48]=[CH:47][CH:46]=[CH:45][CH:44]=1)[C:29]1[CH:30]=[CH:31][C:32]2[N:33]([C:35]([CH2:39][C:40]([NH2:42])=[O:41])=[C:36]([CH3:38])[N:37]=2)[CH:34]=1)([CH3:25])([CH3:24])[CH3:23].[NH4+].[Cl-], predict the reaction product. The product is: [C:22]([SiH2:26][O:27][C:28]([C:49]1[CH:54]=[CH:53][CH:52]=[CH:51][CH:50]=1)([C:43]1[CH:44]=[CH:45][CH:46]=[CH:47][CH:48]=1)[C:29]1[CH:30]=[CH:31][C:32]2[N:33]([C:35]([C:39]3[C:40](=[O:41])[NH:42][C:9](=[O:21])[C:10]=3[C:12]3[C:20]4[C:15](=[CH:16][CH:17]=[CH:18][CH:19]=4)[NH:14][CH:13]=3)=[C:36]([CH3:38])[N:37]=2)[CH:34]=1)([CH3:25])([CH3:23])[CH3:24]. (7) Given the reactants [CH:1]1([CH:7]([NH:19][C:20]2[N:25]=[CH:24][C:23]([C:26](O)=[O:27])=[CH:22][CH:21]=2)[C:8]2[O:9][C:10]3[CH:17]=[CH:16][C:15]([F:18])=[CH:14][C:11]=3[C:12]=2[CH3:13])[CH2:6][CH2:5][CH2:4][CH2:3][CH2:2]1.Cl.[CH2:30]([O:32][C:33](=[O:37])[CH2:34][CH2:35][NH2:36])[CH3:31].O.ON1C2C=CC=CC=2N=N1.Cl.C(N=C=NCCCN(C)C)C.[Cl-].[NH4+], predict the reaction product. The product is: [CH:1]1([CH:7]([NH:19][C:20]2[N:25]=[CH:24][C:23]([C:26]([NH:36][CH2:35][CH2:34][C:33]([O:32][CH2:30][CH3:31])=[O:37])=[O:27])=[CH:22][CH:21]=2)[C:8]2[O:9][C:10]3[CH:17]=[CH:16][C:15]([F:18])=[CH:14][C:11]=3[C:12]=2[CH3:13])[CH2:6][CH2:5][CH2:4][CH2:3][CH2:2]1. (8) Given the reactants [CH3:1][O:2][C:3](=[O:11])[C:4]1[CH:9]=[CH:8][CH:7]=[CH:6][C:5]=1[OH:10].F[C:13]1[CH:18]=[CH:17][C:16]([F:19])=[CH:15][C:14]=1[N+:20]([O-:22])=[O:21].[CH3:23][O:24][C:25](=[O:41])[C:26]1[CH:31]=[CH:30][CH:29]=[CH:28][C:27]=1[O:32][C:33]1[CH:38]=[CH:37][C:36]([F:39])=[CH:35][C:34]=1[NH2:40].[NH2:42][C:43]1[S:44][CH:45]=[CH:46][N:47]=1, predict the reaction product. The product is: [CH3:1][O:2][C:3](=[O:11])[C:4]1[CH:9]=[CH:8][CH:7]=[CH:6][C:5]=1[O:10][C:13]1[CH:18]=[CH:17][C:16]([F:19])=[CH:15][C:14]=1[N+:20]([O-:22])=[O:21].[CH3:23][O:24][C:25](=[O:41])[C:26]1[CH:31]=[CH:30][CH:29]=[CH:28][C:27]=1[O:32][C:33]1[CH:38]=[CH:37][C:36]([F:39])=[CH:35][C:34]=1[NH:40][C:3]([NH:42][C:43]1[S:44][CH:45]=[CH:46][N:47]=1)=[O:11]. (9) Given the reactants C(=O)([O-])[O-].[Cs+].[Cs+].OC1C=CC=C2C=1N=CC=C2.[F:18][C:19]1[CH:24]=[CH:23][C:22](I)=[CH:21][CH:20]=1.[CH2:26]([O:28][C:29]1[CH:34]=[CH:33][NH:32][C:31](=[O:35])[C:30]=1[C:36]([O:38][CH2:39][CH3:40])=[O:37])[CH3:27], predict the reaction product. The product is: [CH2:26]([O:28][C:29]1[CH:34]=[CH:33][N:32]([C:22]2[CH:23]=[CH:24][C:19]([F:18])=[CH:20][CH:21]=2)[C:31](=[O:35])[C:30]=1[C:36]([O:38][CH2:39][CH3:40])=[O:37])[CH3:27]. (10) Given the reactants [Br:1][C:2]1[CH:11]=[C:10]2[C:5]([CH:6]=[C:7]([CH3:26])[C:8]([CH:19]([OH:25])[C:20]([O:22][CH2:23][CH3:24])=[O:21])=[C:9]2[C:12]2[CH:17]=[CH:16][C:15]([Cl:18])=[CH:14][CH:13]=2)=[CH:4][CH:3]=1.Cl(O)(=O)(=O)=O.O, predict the reaction product. The product is: [Br:1][C:2]1[CH:11]=[C:10]2[C:5]([CH:6]=[C:7]([CH3:26])[C:8]([CH:19]([O:25][C:5]([CH3:10])([CH3:6])[CH3:4])[C:20]([O:22][CH2:23][CH3:24])=[O:21])=[C:9]2[C:12]2[CH:13]=[CH:14][C:15]([Cl:18])=[CH:16][CH:17]=2)=[CH:4][CH:3]=1.